Task: Predict which catalyst facilitates the given reaction.. Dataset: Catalyst prediction with 721,799 reactions and 888 catalyst types from USPTO (1) Reactant: [F:1][C:2]1[CH:3]=[C:4]([NH:9][C:10]2[N:18]=[CH:17][C:16]([F:19])=[CH:15][C:11]=2[C:12]([OH:14])=O)[CH:5]=[CH:6][C:7]=1[F:8].[NH2:20][CH:21]1[CH2:26][CH2:25][N:24]([C:27]([O:29][C:30]([CH3:33])([CH3:32])[CH3:31])=[O:28])[CH2:23][CH2:22]1.CN(C(ON1N=NC2C=CC=NC1=2)=[N+](C)C)C.F[P-](F)(F)(F)(F)F.C1C=NC2N(O)N=NC=2C=1.CCN(C(C)C)C(C)C. Product: [F:1][C:2]1[CH:3]=[C:4]([NH:9][C:10]2[C:11]([C:12]([NH:20][CH:21]3[CH2:22][CH2:23][N:24]([C:27]([O:29][C:30]([CH3:33])([CH3:32])[CH3:31])=[O:28])[CH2:25][CH2:26]3)=[O:14])=[CH:15][C:16]([F:19])=[CH:17][N:18]=2)[CH:5]=[CH:6][C:7]=1[F:8]. The catalyst class is: 2. (2) Product: [Cl:1][C:2]1[C:3]([C:37]([F:39])([F:38])[F:40])=[C:4]([NH:8][C:9](=[O:36])[NH:10][C:11]2[CH:35]=[CH:34][C:14]([O:15][C:16]3[CH:21]=[CH:20][N:19]=[C:18](/[CH:22]=[CH:23]/[C:24]([NH:26][OH:27])=[O:25])[CH:17]=3)=[CH:13][CH:12]=2)[CH:5]=[CH:6][CH:7]=1. Reactant: [Cl:1][C:2]1[C:3]([C:37]([F:40])([F:39])[F:38])=[C:4]([NH:8][C:9](=[O:36])[NH:10][C:11]2[CH:35]=[CH:34][C:14]([O:15][C:16]3[CH:21]=[CH:20][N:19]=[C:18](/[CH:22]=[CH:23]/[C:24]([NH:26][O:27]C4CCCCO4)=[O:25])[CH:17]=3)=[CH:13][CH:12]=2)[CH:5]=[CH:6][CH:7]=1.Cl. The catalyst class is: 5. (3) Reactant: C(N(CC)CC)C.[C:8]1([CH3:18])[CH:13]=[CH:12][C:11]([S:14](Cl)(=[O:16])=[O:15])=[CH:10][CH:9]=1.[Cl:19][C:20]1[N:25]=[C:24]([N:26]([C:34]([O:36][C:37]([CH3:40])([CH3:39])[CH3:38])=[O:35])[C:27]([O:29][C:30]([CH3:33])([CH3:32])[CH3:31])=[O:28])[N:23]=[C:22]2[N:41]([CH2:52][C:53]3[C:58]([CH3:59])=[C:57]([O:60][CH3:61])[C:56]([CH3:62])=[CH:55][N:54]=3)[N:42]=[C:43]([CH2:44][CH:45]3COC(C)(C)[O:46]3)[C:21]=12. Product: [CH3:18][C:8]1[CH:13]=[CH:12][C:11]([S:14]([O:46][CH2:45][CH2:44][C:43]2[C:21]3[C:22](=[N:23][C:24]([N:26]([C:27]([O:29][C:30]([CH3:33])([CH3:31])[CH3:32])=[O:28])[C:34]([O:36][C:37]([CH3:40])([CH3:39])[CH3:38])=[O:35])=[N:25][C:20]=3[Cl:19])[N:41]([CH2:52][C:53]3[C:58]([CH3:59])=[C:57]([O:60][CH3:61])[C:56]([CH3:62])=[CH:55][N:54]=3)[N:42]=2)(=[O:16])=[O:15])=[CH:10][CH:9]=1. The catalyst class is: 119. (4) Reactant: [Sn](Cl)(Cl)(Cl)Cl.[CH3:6][C:7]1[CH:12]=[CH:11][CH:10]=[CH:9][C:8]=1[S:13][CH3:14].[CH3:15][O:16]C(Cl)Cl. Product: [CH3:6][C:7]1[CH:12]=[C:11]([CH:10]=[CH:9][C:8]=1[S:13][CH3:14])[CH:15]=[O:16]. The catalyst class is: 4. (5) Reactant: [CH3:1][O:2][C:3]1[CH:8]=[CH:7][C:6]([N:9]2[C:14](=O)[CH2:13][C:12]([CH3:17])([CH3:16])[CH2:11][C:10]2=[O:18])=[CH:5][CH:4]=1.[H-].[Al+3].[Li+].[H-].[H-].[H-]. Product: [CH3:1][O:2][C:3]1[CH:4]=[CH:5][C:6]([N:9]2[CH:14]=[CH:13][C:12]([CH3:16])([CH3:17])[CH2:11][C:10]2=[O:18])=[CH:7][CH:8]=1. The catalyst class is: 165. (6) Reactant: C([O:3][CH:4](OCC)[C:5]1[CH:6]=[C:7]([CH:11]2[NH:23][C:21]3[C:22]4[C:13](=[N:14][NH:15][C:16](=[O:24])[C:17]=4[CH:18]=[CH:19][CH:20]=3)[CH:12]2[C:25]2[CH:30]=[CH:29][CH:28]=[CH:27][CH:26]=2)[CH:8]=[CH:9][CH:10]=1)C.C(=O)([O-])[O-].[K+].[K+]. Product: [O:24]=[C:16]1[C:17]2[CH:18]=[CH:19][CH:20]=[C:21]3[NH:23][CH:11]([C:7]4[CH:6]=[C:5]([CH:10]=[CH:9][CH:8]=4)[CH:4]=[O:3])[CH:12]([C:25]4[CH:30]=[CH:29][CH:28]=[CH:27][CH:26]=4)[C:13]([C:22]=23)=[N:14][NH:15]1. The catalyst class is: 33.